Dataset: Orexin1 receptor HTS with 218,158 compounds and 233 confirmed actives. Task: Binary Classification. Given a drug SMILES string, predict its activity (active/inactive) in a high-throughput screening assay against a specified biological target. The result is 0 (inactive). The compound is Clc1c(nsc1Cl)C(=O)N(CC(=O)NC1CCCCC1)c1c(OCC)cccc1.